From a dataset of Catalyst prediction with 721,799 reactions and 888 catalyst types from USPTO. Predict which catalyst facilitates the given reaction. (1) Reactant: [NH2:1][C:2]1[S:3][CH:4]=[C:5]([C:7]2[CH:16]=[CH:15][C:14]3[CH2:13][CH2:12][CH2:11][CH2:10][C:9]=3[CH:8]=2)[N:6]=1.[C:17]1(=[O:27])[O:22][C:20](=[O:21])[C:19]2=[CH:23][CH:24]=[CH:25][CH:26]=[C:18]12. The catalyst class is: 17. Product: [CH:8]1[C:9]2[CH2:10][CH2:11][CH2:12][CH2:13][C:14]=2[CH:15]=[CH:16][C:7]=1[C:5]1[N:6]=[C:2]([NH:1][C:17]([C:18]2[CH:26]=[CH:25][CH:24]=[CH:23][C:19]=2[C:20]([OH:22])=[O:21])=[O:27])[S:3][CH:4]=1. (2) Reactant: [C:1]([C:3]1[C:4]([S:19][CH:20]([C:25]2[CH:30]=[CH:29][CH:28]=[CH:27][CH:26]=2)[C:21]([O:23]C)=[O:22])=[N:5][C:6]([C:14]2[S:15][CH:16]=[CH:17][CH:18]=2)=[CH:7][C:8]=1[C:9]1[S:10][CH:11]=[CH:12][CH:13]=1)#[N:2].[OH-].[Na+]. Product: [C:1]([C:3]1[C:4]([S:19][CH:20]([C:25]2[CH:30]=[CH:29][CH:28]=[CH:27][CH:26]=2)[C:21]([OH:23])=[O:22])=[N:5][C:6]([C:14]2[S:15][CH:16]=[CH:17][CH:18]=2)=[CH:7][C:8]=1[C:9]1[S:10][CH:11]=[CH:12][CH:13]=1)#[N:2]. The catalyst class is: 36. (3) Reactant: [CH:1]12[CH2:7][CH:6]1[NH:5][CH2:4][CH2:3][N:2]2[C:8]([O:10][C:11]([CH3:14])([CH3:13])[CH3:12])=[O:9].[CH3:15][C:16]1[C:24]2[CH2:23][O:22][C:21](=[O:25])[C:20]=2[CH:19]=[CH:18][C:17]=1[C@@H:26]1[CH2:28][O:27]1. The catalyst class is: 14. Product: [OH:27][C@H:26]([C:17]1[CH:18]=[CH:19][C:20]2[C:21](=[O:25])[O:22][CH2:23][C:24]=2[C:16]=1[CH3:15])[CH2:28][N:5]1[CH:6]2[CH:1]([CH2:7]2)[N:2]([C:8]([O:10][C:11]([CH3:14])([CH3:13])[CH3:12])=[O:9])[CH2:3][CH2:4]1. (4) Reactant: [Cl:1][C:2]1[N:12]=[CH:11][C:5]2[O:6][CH2:7][C:8](=O)[NH:9][C:4]=2[CH:3]=1. Product: [Cl:1][C:2]1[N:12]=[CH:11][C:5]2[O:6][CH2:7][CH2:8][NH:9][C:4]=2[CH:3]=1. The catalyst class is: 1. (5) Reactant: [F:1][C:2]([F:22])([C:15]1[N:20]=[CH:19][C:18]([F:21])=[CH:17][N:16]=1)[C:3]([NH:5][C:6]1[CH:14]=[CH:13][CH:12]=[CH:11][C:7]=1[C:8]([NH2:10])=[O:9])=O.Cl[Si](C)(C)C. Product: [F:1][C:2]([F:22])([C:15]1[N:20]=[CH:19][C:18]([F:21])=[CH:17][N:16]=1)[C:3]1[N:10]=[C:8]([OH:9])[C:7]2[C:6](=[CH:14][CH:13]=[CH:12][CH:11]=2)[N:5]=1. The catalyst class is: 26.